From a dataset of Tyrosyl-DNA phosphodiesterase HTS with 341,365 compounds. Binary Classification. Given a drug SMILES string, predict its activity (active/inactive) in a high-throughput screening assay against a specified biological target. The molecule is S(=O)(=O)(N1CCN(CC1)C(=O)c1cc([N+]([O-])=O)c(n2ncnc2)cc1)c1c(cc(cc1C)C)C. The result is 0 (inactive).